This data is from Catalyst prediction with 721,799 reactions and 888 catalyst types from USPTO. The task is: Predict which catalyst facilitates the given reaction. (1) Reactant: [NH2:1][CH2:2][C:3]1[CH:4]=[C:5]([C@:10]([C:19]2[CH:24]=[C:23]([O:25][C:26]([F:31])([F:30])[CH:27]([F:29])[F:28])[CH:22]=[C:21]([F:32])[CH:20]=2)([NH2:18])[CH2:11][C:12]2[CH:17]=[CH:16][CH:15]=[CH:14][CH:13]=2)[CH:6]=[CH:7][C:8]=1[F:9].CCN(C(C)C)C(C)C.[CH3:42][C:43]([O:46][C:47](O[C:47]([O:46][C:43]([CH3:45])([CH3:44])[CH3:42])=[O:48])=[O:48])([CH3:45])[CH3:44].[NH4+].[Cl-]. Product: [NH2:18][C@:10]([C:5]1[CH:6]=[CH:7][C:8]([F:9])=[C:3]([CH:4]=1)[CH2:2][NH:1][C:47](=[O:48])[O:46][C:43]([CH3:45])([CH3:44])[CH3:42])([C:19]1[CH:24]=[C:23]([O:25][C:26]([F:31])([F:30])[CH:27]([F:29])[F:28])[CH:22]=[C:21]([F:32])[CH:20]=1)[CH2:11][C:12]1[CH:17]=[CH:16][CH:15]=[CH:14][CH:13]=1. The catalyst class is: 2. (2) Product: [Cl:14][C:11]1[C:5]([C:6]([O:8][CH2:9][CH3:10])=[O:7])=[C:4]([F:15])[C:3]([CH2:2][NH:1][C:17](=[O:16])[C:18]([CH3:23])([CH3:22])[CH2:19][OH:20])=[CH:13][CH:12]=1. Reactant: [NH2:1][CH2:2][C:3]1[C:4]([F:15])=[C:5]([C:11]([Cl:14])=[CH:12][CH:13]=1)[C:6]([O:8][CH2:9][CH3:10])=[O:7].[OH:16][CH2:17][C:18]([CH3:23])([CH3:22])[C:19](O)=[O:20].F[P-](F)(F)(F)(F)F.N1(O[P+](N(C)C)(N(C)C)N(C)C)C2C=CC=CC=2N=N1.CCN(C(C)C)C(C)C. The catalyst class is: 31. (3) Reactant: Cl[C:2]1[N:7]=[C:6]([O:8][CH3:9])[N:5]=[C:4]([NH:10][CH2:11][CH2:12][C:13]2[CH:18]=[CH:17][C:16]([C:19]([F:22])([F:21])[F:20])=[CH:15][C:14]=2[F:23])[CH:3]=1.[C:24]([CH2:26][C:27]1[CH:28]=[C:29](B(O)O)[CH:30]=[CH:31][CH:32]=1)#[N:25].C([O-])([O-])=O.[Cs+].[Cs+]. Product: [F:23][C:14]1[CH:15]=[C:16]([C:19]([F:22])([F:21])[F:20])[CH:17]=[CH:18][C:13]=1[CH2:12][CH2:11][NH:10][C:4]1[N:5]=[C:6]([O:8][CH3:9])[N:7]=[C:2]([C:31]2[CH:32]=[C:27]([CH2:26][C:24]#[N:25])[CH:28]=[CH:29][CH:30]=2)[CH:3]=1. The catalyst class is: 108. (4) Reactant: Cl.[Cl:2][C:3]1[CH:4]=[C:5]([C:10](=[N:24][O:25][C:26]2[CH:31]=[CH:30][CH:29]=[CH:28][CH:27]=2)[CH:11]2[CH:16]3[CH:12]2[CH2:13][N:14](C(OC(C)(C)C)=O)[CH2:15]3)[CH:6]=[CH:7][C:8]=1[Cl:9]. Product: [ClH:2].[C:26]1([O:25][N:24]=[C:10]([CH:11]2[CH:16]3[CH:12]2[CH2:13][NH:14][CH2:15]3)[C:5]2[CH:6]=[CH:7][C:8]([Cl:9])=[C:3]([Cl:2])[CH:4]=2)[CH:27]=[CH:28][CH:29]=[CH:30][CH:31]=1. The catalyst class is: 2.